From a dataset of Full USPTO retrosynthesis dataset with 1.9M reactions from patents (1976-2016). Predict the reactants needed to synthesize the given product. (1) Given the product [NH2:1][C:2]1[N:7]=[C:6]([NH:8][C@H:9]([C:11]2[N:12]([C:30]3[CH:31]=[CH:32][CH:33]=[CH:34][CH:35]=3)[C:13](=[O:29])[C:14]3[C:19]([CH:20]=2)=[CH:18][CH:17]=[CH:16][C:15]=3[C:21]2[CH:26]=[CH:25][N:24]=[C:23]([O:27][CH3:28])[CH:22]=2)[CH3:10])[C:5]([C:36]([N:41]([CH3:42])[CH3:39])=[O:37])=[CH:4][N:3]=1, predict the reactants needed to synthesize it. The reactants are: [NH2:1][C:2]1[N:7]=[C:6]([NH:8][C@H:9]([C:11]2[N:12]([C:30]3[CH:35]=[CH:34][CH:33]=[CH:32][CH:31]=3)[C:13](=[O:29])[C:14]3[C:19]([CH:20]=2)=[CH:18][CH:17]=[CH:16][C:15]=3[C:21]2[CH:26]=[CH:25][N:24]=[C:23]([O:27][CH3:28])[CH:22]=2)[CH3:10])[C:5]([C:36](O)=[O:37])=[CH:4][N:3]=1.[CH2:39]([N:41]=[C:42]=NCCCN(C)C)C.OC1C2N=NNC=2C=CC=1.CNC.C(N(CC)C(C)C)(C)C. (2) Given the product [NH2:1][C:2]1([C:10]([CH3:11])=[CH:9][CH:8]=[CH:7][CH:6]1[NH2:13])[C:3]([OH:5])=[O:4], predict the reactants needed to synthesize it. The reactants are: [NH2:1][C:2]1([C:10]([CH3:11])=[CH:9][C:8](Br)=[CH:7][CH:6]1[N+:13]([O-])=O)[C:3]([OH:5])=[O:4]. (3) Given the product [Br:15][C:16]1[C:17]([F:26])=[CH:18][C:19]([NH:1][CH2:2][C@@H:3]2[CH2:7][CH2:6][N:5]([C:8]([O:10][C:11]([CH3:14])([CH3:13])[CH3:12])=[O:9])[CH2:4]2)=[C:20]([N+:22]([O-:24])=[O:23])[CH:21]=1, predict the reactants needed to synthesize it. The reactants are: [NH2:1][CH2:2][C@@H:3]1[CH2:7][CH2:6][N:5]([C:8]([O:10][C:11]([CH3:14])([CH3:13])[CH3:12])=[O:9])[CH2:4]1.[Br:15][C:16]1[CH:21]=[C:20]([N+:22]([O-:24])=[O:23])[C:19](F)=[CH:18][C:17]=1[F:26]. (4) Given the product [CH2:1]([O:5][C:6]1[C:15]2[C:10](=[CH:11][C:12]([F:16])=[CH:13][CH:14]=2)[C:9](=[O:17])[N:8]([CH2:18][C:19]([CH3:22])([CH3:21])[CH3:20])[C:7]=1[CH2:23][N:29]1[C:25](=[O:35])[C:26]2[C:27](=[CH:31][CH:32]=[CH:33][CH:34]=2)[C:28]1=[O:30])[CH2:2][CH2:3][CH3:4], predict the reactants needed to synthesize it. The reactants are: [CH2:1]([O:5][C:6]1[C:15]2[C:10](=[CH:11][C:12]([F:16])=[CH:13][CH:14]=2)[C:9](=[O:17])[N:8]([CH2:18][C:19]([CH3:22])([CH3:21])[CH3:20])[C:7]=1[CH2:23]Cl)[CH2:2][CH2:3][CH3:4].[C:25]1(=[O:35])[NH:29][C:28](=[O:30])[C:27]2=[CH:31][CH:32]=[CH:33][CH:34]=[C:26]12.[K].O. (5) Given the product [OH:2][C:3]1[CH:8]=[CH:7][C:6]([C@@H:9]2[C@@H:14]([O:15][CH2:16][C:17]3[CH:18]=[CH:19][C:20]4[O:25][CH2:24][CH2:23][N:22]([CH2:26][CH2:27][CH2:28][O:29][CH3:30])[C:21]=4[CH:31]=3)[CH2:13][N:12]([S:32]([C:35]3[CH:36]=[CH:37][C:38]([CH3:41])=[CH:39][CH:40]=3)(=[O:34])=[O:33])[C@H:11]([CH2:42][C:43]([CH3:48])([CH3:47])[C:44]([OH:46])=[O:45])[CH2:10]2)=[CH:5][CH:4]=1, predict the reactants needed to synthesize it. The reactants are: C[O:2][C:3]1[CH:8]=[CH:7][C:6]([C@@H:9]2[C@@H:14]([O:15][CH2:16][C:17]3[CH:18]=[CH:19][C:20]4[O:25][CH2:24][CH2:23][N:22]([CH2:26][CH2:27][CH2:28][O:29][CH3:30])[C:21]=4[CH:31]=3)[CH2:13][N:12]([S:32]([C:35]3[CH:40]=[CH:39][C:38]([CH3:41])=[CH:37][CH:36]=3)(=[O:34])=[O:33])[C@H:11]([CH2:42][C:43]([CH3:48])([CH3:47])[C:44]([OH:46])=[O:45])[CH2:10]2)=[CH:5][CH:4]=1.C([S-])C.[Na+]. (6) Given the product [OH:11][CH2:10][CH:7]1[CH2:8][CH2:9][CH:4]([OH:3])[CH2:5][CH2:6]1, predict the reactants needed to synthesize it. The reactants are: [AlH4-].[Li+].[OH:3][CH:4]1[CH2:9][CH2:8][CH:7]([C:10](OCC)=[O:11])[CH2:6][CH2:5]1. (7) Given the product [F:1][C:2]1[CH:9]=[C:8]([O:10][CH3:11])[CH:7]=[CH:6][C:3]=1[C:4]1[NH:17][C:15](=[O:16])[C:14]2[C:13](=[CH:21][C:20]([O:22][CH3:23])=[CH:19][C:18]=2[O:24][CH3:25])[N:12]=1, predict the reactants needed to synthesize it. The reactants are: [F:1][C:2]1[CH:9]=[C:8]([O:10][CH3:11])[CH:7]=[CH:6][C:3]=1[CH:4]=O.[NH2:12][C:13]1[CH:21]=[C:20]([O:22][CH3:23])[CH:19]=[C:18]([O:24][CH3:25])[C:14]=1[C:15]([NH2:17])=[O:16].OS([O-])=O.[Na+].O.C1(C)C=CC(S(O)(=O)=O)=CC=1. (8) Given the product [OH:28][CH2:29][CH2:30][N:31]1[CH:35]=[C:34]([C:2]2[CH:3]=[N:4][CH:5]=[C:6]([CH:21]=2)[C:7]([NH:9][C:10]2[CH:15]=[CH:14][C:13]([O:16][C:17]([F:20])([F:19])[F:18])=[CH:12][CH:11]=2)=[O:8])[CH:33]=[N:32]1, predict the reactants needed to synthesize it. The reactants are: Br[C:2]1[CH:3]=[N:4][CH:5]=[C:6]([CH:21]=1)[C:7]([NH:9][C:10]1[CH:15]=[CH:14][C:13]([O:16][C:17]([F:20])([F:19])[F:18])=[CH:12][CH:11]=1)=[O:8].O1CCCCC1[O:28][CH2:29][CH2:30][N:31]1[CH:35]=[C:34](B2OC(C)(C)C(C)(C)O2)[CH:33]=[N:32]1.C([O-])([O-])=O.[K+].[K+].O. (9) Given the product [C:12]([C:7]1[CH:8]=[C:9]2[C:4](=[CH:5][CH:6]=1)[N:3]=[C:2]([N:68]1[CH2:67][CH2:66][N:65]([C:69]([O:71][C:72]([CH3:74])([CH3:73])[CH3:75])=[O:70])[CH2:64][C:63]1=[O:62])[CH:11]=[CH:10]2)#[N:13], predict the reactants needed to synthesize it. The reactants are: Cl[C:2]1[CH:11]=[CH:10][C:9]2[C:4](=[CH:5][CH:6]=[C:7]([C:12]#[N:13])[CH:8]=2)[N:3]=1.CC1(C)C2C(=C(P(C3C=CC=CC=3)C3C=CC=CC=3)C=CC=2)OC2C(P(C3C=CC=CC=3)C3C=CC=CC=3)=CC=CC1=2.C(=O)([O-])[O-].[Cs+].[Cs+].[O:62]=[C:63]1[NH:68][CH2:67][CH2:66][N:65]([C:69]([O:71][C:72]([CH3:75])([CH3:74])[CH3:73])=[O:70])[CH2:64]1. (10) The reactants are: [Br:1][C:2]1[CH:3]=[C:4]2[C:10]([C:11]3[CH:16]=[C:15]([Cl:17])[N:14]=[C:13]([NH:18][CH:19]4[CH2:24][CH2:23][CH2:22][CH2:21][CH2:20]4)[CH:12]=3)=[CH:9][N:8](S(C3C=CC=CC=3)(=O)=O)[C:5]2=[N:6][CH:7]=1.[OH-].[Li+]. Given the product [Br:1][C:2]1[CH:3]=[C:4]2[C:10]([C:11]3[CH:16]=[C:15]([Cl:17])[N:14]=[C:13]([NH:18][CH:19]4[CH2:24][CH2:23][CH2:22][CH2:21][CH2:20]4)[CH:12]=3)=[CH:9][NH:8][C:5]2=[N:6][CH:7]=1, predict the reactants needed to synthesize it.